Dataset: Full USPTO retrosynthesis dataset with 1.9M reactions from patents (1976-2016). Task: Predict the reactants needed to synthesize the given product. (1) Given the product [CH2:6]([O:5][P:4]([CH2:9][C:10]1[CH:11]=[CH:12][C:13]([NH:16][C:17]2[N:22]=[C:21]([Cl:23])[C:20]([C:24]([F:26])([F:25])[F:27])=[CH:19][N:18]=2)=[C:14]([O:30][CH2:28][CH3:29])[CH:15]=1)(=[O:8])[O:3][CH2:1][CH3:2])[CH3:7], predict the reactants needed to synthesize it. The reactants are: [CH2:1]([O:3][P:4]([CH2:9][C:10]1[CH:15]=[CH:14][C:13]([NH:16][C:17]2[N:22]=[C:21]([Cl:23])[C:20]([C:24]([F:27])([F:26])[F:25])=[CH:19][N:18]=2)=[CH:12][CH:11]=1)(=[O:8])[O:5][CH2:6][CH3:7])[CH3:2].[CH2:28]([O:30]P(CC1C=CC(N)=C(OCC)C=1)(=O)OCC)[CH3:29].ClC1N=C(Cl)C(C(F)(F)F)=CN=1. (2) Given the product [Br:1][C:2]1[CH:3]=[C:4]2[C:9](=[CH:10][CH:11]=1)[NH:8][C:7](=[O:12])[C:6]([CH2:54][C:53]1[CH:56]=[CH:57][C:50]([O:49][C:48]([F:47])([F:58])[F:59])=[CH:51][CH:52]=1)=[C:5]2[OH:13], predict the reactants needed to synthesize it. The reactants are: [Br:1][C:2]1[CH:3]=[C:4]2[C:9](=[CH:10][CH:11]=1)[NH:8][C:7](=[O:12])[CH:6]=[C:5]2[OH:13].ClC1C2C(=CC=C(C(C3N(C)C(C)=NC=3)O)C=2)N=C(OC)C=1CC1C=NC(C(F)(F)F)=CC=1.[F:47][C:48]([F:59])([F:58])[O:49][C:50]1[CH:57]=[CH:56][C:53]([CH:54]=O)=[CH:52][CH:51]=1.CC1NC(C)=C(C(OCC)=O)CC=1C(OCC)=O. (3) Given the product [NH2:1][C:2]1[C:11]2[N:12]=[C:13]([CH2:28][O:29][CH2:30][CH3:31])[N:14]([NH:15][CH2:16][CH2:17][CH2:18][NH:19][C:20]([N:22]3[CH2:27][CH2:26][O:25][CH2:24][CH2:23]3)=[O:21])[C:10]=2[C:9]2[CH2:8][CH2:7][CH2:6][CH2:5][C:4]=2[N:3]=1, predict the reactants needed to synthesize it. The reactants are: [NH2:1][C:2]1[C:11]2[N:12]=[C:13]([CH2:28][O:29][CH2:30][CH3:31])[N:14]([NH:15][CH2:16][CH2:17][CH2:18][NH:19][C:20]([N:22]3[CH2:27][CH2:26][O:25][CH2:24][CH2:23]3)=[O:21])[C:10]=2[C:9]2[CH:8]=[CH:7][CH:6]=[CH:5][C:4]=2[N:3]=1.[OH-].[Na+]. (4) Given the product [Cl:3][C:4]1[C:11]([OH:12])=[C:10]([Cl:16])[CH:9]=[CH:8][C:5]=1[CH:6]=[O:7], predict the reactants needed to synthesize it. The reactants are: [OH-].[Na+].[Cl:3][C:4]1[C:11]([O:12]C(=O)C)=[C:10]([Cl:16])[CH:9]=[CH:8][C:5]=1[CH:6]=[O:7].Cl.O. (5) Given the product [F:32][C:2]([F:1])([F:31])[C:3]1[CH:26]=[C:25]([C:27]([F:30])([F:29])[F:28])[CH:24]=[CH:23][C:4]=1[CH2:5][O:6][C:7]1[CH:12]=[CH:11][C:10]([CH2:13][CH:14]2[S:18][C:17](=[S:19])[NH:16][C:15]2=[O:20])=[CH:9][C:8]=1[O:21][CH3:22], predict the reactants needed to synthesize it. The reactants are: [F:1][C:2]([F:32])([F:31])[C:3]1[CH:26]=[C:25]([C:27]([F:30])([F:29])[F:28])[CH:24]=[CH:23][C:4]=1[CH2:5][O:6][C:7]1[CH:12]=[CH:11][C:10]([CH:13]=[C:14]2[S:18][C:17](=[S:19])[NH:16][C:15]2=[O:20])=[CH:9][C:8]=1[O:21][CH3:22].COCCOC.[BH3-]C#N.[Na+].C([O-])(O)=O.[Na+]. (6) Given the product [CH2:9]([O:11][P:12]([CH2:7][C:4]1[S:3][C:2]([Br:1])=[CH:6][CH:5]=1)(=[O:16])[O:13][CH2:14][CH3:15])[CH3:10], predict the reactants needed to synthesize it. The reactants are: [Br:1][C:2]1[S:3][C:4]([CH2:7]Cl)=[CH:5][CH:6]=1.[CH2:9]([O:11][P:12]([O:16]CC)[O:13][CH2:14][CH3:15])[CH3:10]. (7) Given the product [CH3:12][C:10]1[C:9](=[O:13])[NH:1][C:2]2[CH:3]=[N:4][CH:5]=[CH:6][C:7]=2[N:8]=1, predict the reactants needed to synthesize it. The reactants are: [NH2:1][C:2]1[CH:3]=[N:4][CH:5]=[CH:6][C:7]=1[NH2:8].[C:9](OCC)(=[O:13])[C:10]([CH3:12])=O.